From a dataset of Forward reaction prediction with 1.9M reactions from USPTO patents (1976-2016). Predict the product of the given reaction. (1) Given the reactants C(OC([NH:11][C@@H:12]([CH2:25][C:26]1[CH:31]=[CH:30][C:29]([C:32]2[N:37]=[CH:36][C:35]([C:38]3[CH:43]=[CH:42][C:41]([O:44][CH2:45][CH2:46][CH2:47][CH2:48][CH2:49][CH2:50][CH3:51])=[CH:40][CH:39]=3)=[CH:34][N:33]=2)=[CH:28][CH:27]=1)[C:13]([NH:15][C@@H:16]([C:18]([O:20][C:21]([CH3:24])([CH3:23])[CH3:22])=[O:19])[CH3:17])=[O:14])=O)C1C=CC=CC=1.C(O)(=O)C, predict the reaction product. The product is: [NH2:11][C@@H:12]([CH2:25][C:26]1[CH:31]=[CH:30][C:29]([C:32]2[N:37]=[CH:36][C:35]([C:38]3[CH:43]=[CH:42][C:41]([O:44][CH2:45][CH2:46][CH2:47][CH2:48][CH2:49][CH2:50][CH3:51])=[CH:40][CH:39]=3)=[CH:34][N:33]=2)=[CH:28][CH:27]=1)[C:13]([NH:15][C@@H:16]([C:18]([O:20][C:21]([CH3:22])([CH3:23])[CH3:24])=[O:19])[CH3:17])=[O:14]. (2) Given the reactants O.Cl.[NH2:3][CH2:4][C:5]1[C:14]2[C:9](=[CH:10][CH:11]=[CH:12][CH:13]=2)[C:8](=[O:15])[NH:7][N:6]=1.[O:16](C(OC(C)(C)C)=O)[C:17]([O:19][C:20]([CH3:23])([CH3:22])[CH3:21])=O.C(N(CC)CC)C, predict the reaction product. The product is: [C:20]([O:19][C:17](=[O:16])[NH:3][CH2:4][C:5]1[C:14]2[C:9](=[CH:10][CH:11]=[CH:12][CH:13]=2)[C:8](=[O:15])[NH:7][N:6]=1)([CH3:23])([CH3:22])[CH3:21].